This data is from Catalyst prediction with 721,799 reactions and 888 catalyst types from USPTO. The task is: Predict which catalyst facilitates the given reaction. (1) Reactant: [Cl:1][C:2]1[CH:3]=[C:4]([C:10]2[C:11]([CH3:33])=[N:12][N:13]([CH2:16][C:17]3[CH:22]=[CH:21][C:20]([C:23]4[S:24][CH:25]=[C:26]([C:28]([O:30]CC)=[O:29])[N:27]=4)=[CH:19][CH:18]=3)[C:14]=2[CH3:15])[CH:5]=[CH:6][C:7]=1[C:8]#[N:9].[OH-].[Na+].Cl. Product: [Cl:1][C:2]1[CH:3]=[C:4]([C:10]2[C:11]([CH3:33])=[N:12][N:13]([CH2:16][C:17]3[CH:18]=[CH:19][C:20]([C:23]4[S:24][CH:25]=[C:26]([C:28]([OH:30])=[O:29])[N:27]=4)=[CH:21][CH:22]=3)[C:14]=2[CH3:15])[CH:5]=[CH:6][C:7]=1[C:8]#[N:9]. The catalyst class is: 5. (2) Reactant: C([O:8][N:9]1[CH2:14][CH2:13][CH2:12][C@@H:11]([NH:15][S:16]([C:19]2[CH:24]=[CH:23][C:22]([O:25][C:26]3[CH:31]=[CH:30][C:29]([Cl:32])=[CH:28][CH:27]=3)=[CH:21][CH:20]=2)(=[O:18])=[O:17])[C:10]1=[O:33])C1C=CC=CC=1. Product: [Cl:32][C:29]1[CH:28]=[CH:27][C:26]([O:25][C:22]2[CH:21]=[CH:20][C:19]([S:16]([NH:15][C@@H:11]3[CH2:12][CH2:13][CH2:14][N:9]([OH:8])[C:10]3=[O:33])(=[O:17])=[O:18])=[CH:24][CH:23]=2)=[CH:31][CH:30]=1. The catalyst class is: 501. (3) Reactant: [CH2:1]([O:8][C:9]([NH:11][N:12]([C@H:23]([C:27]([CH3:30])([CH3:29])[CH3:28])[CH2:24][CH:25]=[CH2:26])[C:13](=[O:22])[C:14]1[CH:19]=[C:18]([CH3:20])[CH:17]=[C:16]([CH3:21])[CH:15]=1)=[O:10])[C:2]1[CH:7]=[CH:6][CH:5]=[CH:4][CH:3]=1.CSC.B.[OH:35]O.[OH-].[Na+]. Product: [CH2:1]([O:8][C:9]([NH:11][N:12]([C@H:23]([C:27]([CH3:30])([CH3:29])[CH3:28])[CH2:24][CH2:25][CH2:26][OH:35])[C:13](=[O:22])[C:14]1[CH:15]=[C:16]([CH3:21])[CH:17]=[C:18]([CH3:20])[CH:19]=1)=[O:10])[C:2]1[CH:3]=[CH:4][CH:5]=[CH:6][CH:7]=1. The catalyst class is: 20. (4) Reactant: [Br:1][C:2]1[N:7]=[C:6]([CH:8]=O)[CH:5]=[CH:4][CH:3]=1.[CH3:10][O:11][C:12]1[CH:19]=[C:18]([O:20][CH3:21])[CH:17]=[CH:16][C:13]=1[CH2:14][NH2:15].C(O[BH-](OC(=O)C)OC(=O)C)(=O)C.[Na+].C(=O)([O-])O.[Na+]. Product: [Br:1][C:2]1[N:7]=[C:6]([CH2:8][NH:15][CH2:14][C:13]2[CH:16]=[CH:17][C:18]([O:20][CH3:21])=[CH:19][C:12]=2[O:11][CH3:10])[CH:5]=[CH:4][CH:3]=1. The catalyst class is: 506. (5) Reactant: [CH3:1][O:2][C:3]([C:5]1[CH:10]([C:11]2[CH:16]=[CH:15][C:14]([C:17]#[N:18])=[CH:13][CH:12]=2)[N:9]2[C:19](=[O:26])[N:20]([CH2:22][C:23](O)=[O:24])[N:21]=[C:8]2[N:7]([C:27]2[CH:32]=[CH:31][CH:30]=[C:29]([C:33]([F:36])([F:35])[F:34])[CH:28]=2)[C:6]=1[CH3:37])=[O:4].C(N(C(C)C)CC)(C)C.CN(C(ON1N=NC2C=CC=NC1=2)=[N+](C)C)C.F[P-](F)(F)(F)(F)F.[CH3:71][NH:72][CH2:73][CH2:74][N:75]([CH3:77])[CH3:76]. Product: [CH3:1][O:2][C:3]([C:5]1[CH:10]([C:11]2[CH:16]=[CH:15][C:14]([C:17]#[N:18])=[CH:13][CH:12]=2)[N:9]2[C:19](=[O:26])[N:20]([CH2:22][C:23](=[O:24])[N:72]([CH2:73][CH2:74][N:75]([CH3:77])[CH3:76])[CH3:71])[N:21]=[C:8]2[N:7]([C:27]2[CH:32]=[CH:31][CH:30]=[C:29]([C:33]([F:35])([F:34])[F:36])[CH:28]=2)[C:6]=1[CH3:37])=[O:4]. The catalyst class is: 3.